Predict the reaction yield, written as a fraction of the theoretical maximum amount of product (1.0 means a 100% yield; for example, 0.34 means a 34% yield). From a dataset of Reaction yield outcomes from USPTO patents with 853,638 reactions. (1) The reactants are Cl[CH:2]([O:4][C:5](=[O:32])[N:6]([C:29](=[O:31])[CH3:30])[CH2:7][C@@H:8]1[O:12][C:11](=[O:13])[N:10]([C:14]2[CH:19]=[CH:18][C:17]([CH:20]3[CH2:25][CH2:24][S:23](=[O:27])(=[O:26])[CH2:22][CH2:21]3)=[C:16]([F:28])[CH:15]=2)[CH2:9]1)[CH3:3].[CH3:33][C:34]([CH3:39])([CH3:38])[C:35]([O-:37])=[O:36].[Cs+].[I-].[Na+].C(#N)C. The catalyst is O. The product is [C:29]([N:6]([CH2:7][C@@H:8]1[O:12][C:11](=[O:13])[N:10]([C:14]2[CH:19]=[CH:18][C:17]([CH:20]3[CH2:25][CH2:24][S:23](=[O:27])(=[O:26])[CH2:22][CH2:21]3)=[C:16]([F:28])[CH:15]=2)[CH2:9]1)[C:5]([O:4][CH:2]([O:37][C:35](=[O:36])[C:34]([CH3:39])([CH3:38])[CH3:33])[CH3:3])=[O:32])(=[O:31])[CH3:30]. The yield is 0.300. (2) The reactants are [C:1]1([P:7]([C:14]2[CH:19]=[CH:18][CH:17]=[CH:16][CH:15]=2)[C:8]2[CH:13]=[CH:12][CH:11]=[CH:10][CH:9]=2)[CH:6]=[CH:5][CH:4]=[CH:3][CH:2]=1.[CH:20]([C:28]([CH2:30][Br:31])=[O:29])=[CH:21][C:22]1[CH:27]=[CH:26][CH:25]=[CH:24][CH:23]=1. The catalyst is C1COCC1. The product is [Br-:31].[C:14]1([P+:7]([C:1]2[CH:2]=[CH:3][CH:4]=[CH:5][CH:6]=2)([C:8]2[CH:13]=[CH:12][CH:11]=[CH:10][CH:9]=2)[CH2:30][C:28](=[O:29])[CH:20]=[CH:21][C:22]2[CH:27]=[CH:26][CH:25]=[CH:24][CH:23]=2)[CH:15]=[CH:16][CH:17]=[CH:18][CH:19]=1. The yield is 0.860. (3) The reactants are C[O:2][C:3](=O)[C:4]1[CH:9]=[CH:8][C:7]([CH2:10][CH2:11][CH2:12][CH2:13][OH:14])=[CH:6][CH:5]=1.[H-].[Al+3].[Li+].[H-].[H-].[H-]. The catalyst is C1COCC1. The product is [OH:2][CH2:3][C:4]1[CH:9]=[CH:8][C:7]([CH2:10][CH2:11][CH2:12][CH2:13][OH:14])=[CH:6][CH:5]=1. The yield is 0.980.